This data is from Catalyst prediction with 721,799 reactions and 888 catalyst types from USPTO. The task is: Predict which catalyst facilitates the given reaction. (1) Reactant: [NH2:1][C:2]1[CH:3]=[N:4][C:5]([NH:8][C:9]2[CH:24]=[CH:23][C:12]([C:13]([NH:15][CH2:16][CH2:17][N:18]3[CH2:22][CH2:21][CH2:20][CH2:19]3)=[O:14])=[CH:11][CH:10]=2)=[N:6][CH:7]=1.C([O:28][C:29]1[C:30]([CH3:38])=[C:31]([CH:35]=[CH:36][CH:37]=1)[C:32](Cl)=[O:33])(=O)C.C(N(C(C)C)CC)(C)C.C[O-].[Na+]. Product: [OH:28][C:29]1[C:30]([CH3:38])=[C:31]([CH:35]=[CH:36][CH:37]=1)[C:32]([NH:1][C:2]1[CH:3]=[N:4][C:5]([NH:8][C:9]2[CH:10]=[CH:11][C:12]([C:13](=[O:14])[NH:15][CH2:16][CH2:17][N:18]3[CH2:19][CH2:20][CH2:21][CH2:22]3)=[CH:23][CH:24]=2)=[N:6][CH:7]=1)=[O:33]. The catalyst class is: 36. (2) Reactant: C(N(C(C)C)CC)(C)C.Cl.[NH:11]1[CH2:15][CH2:14][CH2:13][C@H:12]1[C:16]1[NH:17][C:18]([C:21]2[CH:26]=[CH:25][C:24]([B:27]3[O:31][C:30]([CH3:33])([CH3:32])[C:29]([CH3:35])([CH3:34])[O:28]3)=[CH:23][CH:22]=2)=[CH:19][N:20]=1.F[P-](F)(F)(F)(F)F.N1(OC(N(C)C)=[N+](C)C)C2N=CC=CC=2N=N1.[CH3:60][O:61][C:62]([NH:64][C@@H:65]([CH:69]([CH3:71])[CH3:70])[C:66](O)=[O:67])=[O:63]. Product: [CH3:60][O:61][C:62](=[O:63])[NH:64][C@H:65]([C:66]([N:11]1[CH2:15][CH2:14][CH2:13][C@H:12]1[C:16]1[NH:17][C:18]([C:21]2[CH:26]=[CH:25][C:24]([B:27]3[O:31][C:30]([CH3:33])([CH3:32])[C:29]([CH3:35])([CH3:34])[O:28]3)=[CH:23][CH:22]=2)=[CH:19][N:20]=1)=[O:67])[CH:69]([CH3:71])[CH3:70]. The catalyst class is: 42. (3) The catalyst class is: 413. Reactant: Br[CH:2]([CH:13]([CH3:15])[CH3:14])[C:3]([C:5]1[CH:10]=[CH:9][C:8]([O:11][CH3:12])=[CH:7][CH:6]=1)=O.C(O)C.[C:19]([NH2:22])(=[S:21])[CH3:20]. Product: [CH:13]([C:2]1[S:21][C:19]([CH3:20])=[N:22][C:3]=1[C:5]1[CH:10]=[CH:9][C:8]([O:11][CH3:12])=[CH:7][CH:6]=1)([CH3:15])[CH3:14].